From a dataset of Catalyst prediction with 721,799 reactions and 888 catalyst types from USPTO. Predict which catalyst facilitates the given reaction. (1) Reactant: CSC.B.[C:5]([O:9][C:10]([N:12]1[CH2:16][C@@H:15]([O:17][C:18]2[CH:27]=[CH:26][C:25]3[C:20](=[CH:21][CH:22]=[CH:23][CH:24]=3)[CH:19]=2)[CH2:14][C@H:13]1[C:28](O)=[O:29])=[O:11])([CH3:8])([CH3:7])[CH3:6].O. Product: [C:5]([O:9][C:10]([N:12]1[CH2:16][C@@H:15]([O:17][C:18]2[CH:27]=[CH:26][C:25]3[C:20](=[CH:21][CH:22]=[CH:23][CH:24]=3)[CH:19]=2)[CH2:14][C@H:13]1[CH2:28][OH:29])=[O:11])([CH3:8])([CH3:7])[CH3:6]. The catalyst class is: 1. (2) Reactant: [Br:1][C:2]1[C:3]([F:14])=[C:4]([CH:8]=[C:9]([CH2:11][CH2:12][CH3:13])[CH:10]=1)[C:5]([NH2:7])=O.N1C(Cl)=NC(Cl)=NC=1Cl.Cl. Product: [Br:1][C:2]1[C:3]([F:14])=[C:4]([CH:8]=[C:9]([CH2:11][CH2:12][CH3:13])[CH:10]=1)[C:5]#[N:7]. The catalyst class is: 3. (3) Reactant: [F:1][C:2]1[CH:3]=[C:4]([O:8][C:9]2[CH:10]=[C:11]([CH:14]=[CH:15][CH:16]=2)[C:12]#[N:13])[CH:5]=[CH:6][CH:7]=1.C1COCC1.[H-].[Al+3].[Li+].[H-].[H-].[H-].[OH-].[Na+]. Product: [F:1][C:2]1[CH:3]=[C:4]([O:8][C:9]2[CH:10]=[C:11]([CH:14]=[CH:15][CH:16]=2)[CH2:12][NH2:13])[CH:5]=[CH:6][CH:7]=1. The catalyst class is: 97. (4) Reactant: [OH:1][C:2]1[C:7]([N+:8]([O-:10])=[O:9])=[CH:6][C:5]([C:11](=[O:13])[CH3:12])=[CH:4][C:3]=1[O:14][CH3:15].[Br:16]Br.CCCCC. Product: [Br:16][CH2:12][C:11]([C:5]1[CH:6]=[C:7]([N+:8]([O-:10])=[O:9])[C:2]([OH:1])=[C:3]([O:14][CH3:15])[CH:4]=1)=[O:13]. The catalyst class is: 2. (5) Reactant: Cl.Cl.[CH:3]1[N:7]2[C:8]3[CH:17]=[CH:16][CH:15]=[CH:14][C:9]=3[CH2:10][CH2:11][CH:12]([NH2:13])[C:6]2=[N:5][CH:4]=1.[NH4+].[OH-]. Product: [CH:3]1[N:7]2[C:8]3[CH:17]=[CH:16][CH:15]=[CH:14][C:9]=3[CH2:10][CH2:11][CH:12]([NH2:13])[C:6]2=[N:5][CH:4]=1. The catalyst class is: 6. (6) Reactant: [Cl:1][C:2]1[C:7](I)=[CH:6][C:5]([NH2:9])=[C:4]([O:10][CH3:11])[CH:3]=1.[CH3:12][C:13]1(C)[C:17](C)(C)OB(C(C)=C)O1.C([O-])([O-])=O.[Na+].[Na+]. Product: [Cl:1][C:2]1[C:7]([C:13]([CH3:17])=[CH2:12])=[CH:6][C:5]([NH2:9])=[C:4]([O:10][CH3:11])[CH:3]=1. The catalyst class is: 108.